This data is from Full USPTO retrosynthesis dataset with 1.9M reactions from patents (1976-2016). The task is: Predict the reactants needed to synthesize the given product. (1) Given the product [CH3:19][CH:20]([N:8]1[CH2:9][CH2:10][C:4]2=[CH:3][N:2]([C:11]3[CH:18]=[CH:17][C:14]([C:15]#[N:16])=[CH:13][CH:12]=3)[N:1]=[C:5]2[CH2:6][CH2:7]1)[CH3:22], predict the reactants needed to synthesize it. The reactants are: [N:1]1[N:2]([C:11]2[CH:18]=[CH:17][C:14]([C:15]#[N:16])=[CH:13][CH:12]=2)[CH:3]=[C:4]2[CH2:10][CH2:9][NH:8][CH2:7][CH2:6][C:5]=12.[CH3:19][C:20]([CH3:22])=O.C(O[BH-](OC(=O)C)OC(=O)C)(=O)C.[Na+].CO. (2) Given the product [F:1][C:2]1[CH:3]=[CH:4][C:5]([C:8]2([CH2:14][CH2:15][C:16]([OH:18])=[O:17])[CH2:13][CH2:12][CH2:11][CH2:10][CH2:9]2)=[CH:6][CH:7]=1, predict the reactants needed to synthesize it. The reactants are: [F:1][C:2]1[CH:7]=[CH:6][C:5]([C:8]2([CH2:14][CH2:15][C:16]([O:18]CC)=[O:17])[CH2:13][CH2:12][CH2:11][CH2:10][CH2:9]2)=[CH:4][CH:3]=1.[OH-].[Na+]. (3) Given the product [CH3:10][C:11]1[CH:18]=[CH:17][CH:16]=[CH:15][C:12]=1[CH2:13][O:1][C:2]1[CH:9]=[CH:8][C:5]([CH:6]=[O:7])=[CH:4][CH:3]=1, predict the reactants needed to synthesize it. The reactants are: [OH:1][C:2]1[CH:9]=[CH:8][C:5]([CH:6]=[O:7])=[CH:4][CH:3]=1.[CH3:10][C:11]1[CH:18]=[CH:17][CH:16]=[CH:15][C:12]=1[CH2:13]Br.C(=O)([O-])[O-].[Cs+].[Cs+].O. (4) The reactants are: [CH3:1][C:2]([O:5][C:6]([NH:8][C@H:9]([C:18]([OH:20])=O)[CH2:10][C:11]1[CH:16]=[CH:15][C:14]([Br:17])=[CH:13][CH:12]=1)=[O:7])([CH3:4])[CH3:3].[NH2:21][C@@H:22]([CH2:26][CH:27]([CH3:29])[CH3:28])[C:23]([NH2:25])=[O:24].C(Cl)CCl.C1C=CC2N(O)N=NC=2C=1.CN1CCOCC1. Given the product [C:23]([C@@H:22]([NH:21][C:18](=[O:20])[C@@H:9]([NH:8][C:6]([O:5][C:2]([CH3:1])([CH3:3])[CH3:4])=[O:7])[CH2:10][C:11]1[CH:12]=[CH:13][C:14]([Br:17])=[CH:15][CH:16]=1)[CH2:26][CH:27]([CH3:29])[CH3:28])(=[O:24])[NH2:25], predict the reactants needed to synthesize it. (5) Given the product [CH2:23]([C:17]1[C:18](=[O:19])[N:13]=[C:12]([C:7]2[CH:8]=[CH:9][CH:10]=[CH:11][C:6]=2[O:5][CH3:4])[NH:14][C:15]=1[CH3:16])[CH3:24], predict the reactants needed to synthesize it. The reactants are: C[O-].[Na+].[CH3:4][O:5][C:6]1[CH:11]=[CH:10][CH:9]=[CH:8][C:7]=1[C:12]([NH2:14])=[NH:13].[CH2:15]([CH:17]([C:23](=O)[CH3:24])[C:18](OCC)=[O:19])[CH3:16]. (6) Given the product [OH:2][C:3]1[CH:4]=[C:5]2[C:10](=[CH:11][CH:12]=1)[C:9](=[O:13])[CH2:8][CH2:7][CH2:6]2, predict the reactants needed to synthesize it. The reactants are: C[O:2][C:3]1[CH:4]=[C:5]2[C:10](=[CH:11][CH:12]=1)[C:9](=[O:13])[CH2:8][CH2:7][CH2:6]2. (7) The reactants are: [CH3:1][C:2]1([CH3:10])[CH:6]([C:7]#[CH:8])[O:5][C:4](=[O:9])[NH:3]1.[Cl:11][C:12]1[C:21]2[C:16](=[CH:17][CH:18]=[C:19](I)[CH:20]=2)[N:15]=[CH:14][N:13]=1.C(NC(C)C)(C)C. Given the product [Cl:11][C:12]1[C:21]2[C:16](=[CH:17][CH:18]=[C:19]([C:8]#[C:7][CH:6]3[O:5][C:4](=[O:9])[NH:3][C:2]3([CH3:10])[CH3:1])[CH:20]=2)[N:15]=[CH:14][N:13]=1, predict the reactants needed to synthesize it. (8) Given the product [CH2:48]([C:45]1[CH:44]=[CH:43][C:42]([C:41]2[CH:40]=[CH:39][C:18]([C:16]([O:15][CH2:13][CH3:14])=[O:17])=[N:19][C:7]=2[C:6]2[CH:9]=[CH:10][C:3]([C:2]([F:12])([F:11])[F:1])=[CH:4][CH:5]=2)=[CH:47][CH:46]=1)[CH3:49], predict the reactants needed to synthesize it. The reactants are: [F:1][C:2]([F:12])([F:11])[C:3]1[CH:10]=[CH:9][C:6]([CH:7]=O)=[CH:5][CH:4]=1.[CH2:13]([O:15][C:16]([C:18](=[CH:39][CH:40]=[CH:41][C:42]1[CH:47]=[CH:46][C:45]([CH2:48][CH3:49])=[CH:44][CH:43]=1)[N:19]=P(C1C=CC=CC=1)(C1C=CC=CC=1)C1C=CC=CC=1)=[O:17])[CH3:14].